From a dataset of NCI-60 drug combinations with 297,098 pairs across 59 cell lines. Regression. Given two drug SMILES strings and cell line genomic features, predict the synergy score measuring deviation from expected non-interaction effect. (1) Drug 1: C1CC(C1)(C(=O)O)C(=O)O.[NH2-].[NH2-].[Pt+2]. Drug 2: CC(C)NC(=O)C1=CC=C(C=C1)CNNC.Cl. Cell line: NCIH23. Synergy scores: CSS=40.9, Synergy_ZIP=-2.32, Synergy_Bliss=-2.33, Synergy_Loewe=-11.0, Synergy_HSA=-1.18. (2) Drug 1: CC(C)(C#N)C1=CC(=CC(=C1)CN2C=NC=N2)C(C)(C)C#N. Drug 2: C(CC(=O)O)C(=O)CN.Cl. Cell line: MALME-3M. Synergy scores: CSS=7.36, Synergy_ZIP=-3.11, Synergy_Bliss=-1.47, Synergy_Loewe=-1.53, Synergy_HSA=-2.17. (3) Drug 1: CCC1(CC2CC(C3=C(CCN(C2)C1)C4=CC=CC=C4N3)(C5=C(C=C6C(=C5)C78CCN9C7C(C=CC9)(C(C(C8N6C=O)(C(=O)OC)O)OC(=O)C)CC)OC)C(=O)OC)O.OS(=O)(=O)O. Drug 2: C1=NNC2=C1C(=O)NC=N2. Cell line: SK-OV-3. Synergy scores: CSS=2.09, Synergy_ZIP=-0.107, Synergy_Bliss=1.91, Synergy_Loewe=1.62, Synergy_HSA=1.31. (4) Drug 1: CN(CCCl)CCCl.Cl. Drug 2: COC1=C2C(=CC3=C1OC=C3)C=CC(=O)O2. Cell line: NCI-H322M. Synergy scores: CSS=-5.27, Synergy_ZIP=3.36, Synergy_Bliss=1.25, Synergy_Loewe=-5.02, Synergy_HSA=-4.82. (5) Drug 1: CC1=C(C=C(C=C1)C(=O)NC2=CC(=CC(=C2)C(F)(F)F)N3C=C(N=C3)C)NC4=NC=CC(=N4)C5=CN=CC=C5. Drug 2: CC=C1C(=O)NC(C(=O)OC2CC(=O)NC(C(=O)NC(CSSCCC=C2)C(=O)N1)C(C)C)C(C)C. Cell line: MCF7. Synergy scores: CSS=20.4, Synergy_ZIP=2.13, Synergy_Bliss=1.56, Synergy_Loewe=-50.7, Synergy_HSA=-2.03. (6) Drug 1: C1=CC=C(C(=C1)C(C2=CC=C(C=C2)Cl)C(Cl)Cl)Cl. Drug 2: COC1=NC(=NC2=C1N=CN2C3C(C(C(O3)CO)O)O)N. Cell line: NCIH23. Synergy scores: CSS=-0.508, Synergy_ZIP=2.14, Synergy_Bliss=4.96, Synergy_Loewe=-1.89, Synergy_HSA=-0.399.